Dataset: Full USPTO retrosynthesis dataset with 1.9M reactions from patents (1976-2016). Task: Predict the reactants needed to synthesize the given product. (1) Given the product [C:1]([O:5][C:6]([N:8]([CH2:9][C:10]([NH:21][CH2:22][C@H:23]1[O:27][N:26]=[C:25]([C:28]2[CH:29]=[CH:30][C:31]([C:34]3[CH:39]=[CH:38][C:37]([N:40]4[CH2:44][C@H:43]([CH2:45][N:46]5[CH:50]=[CH:49][N:48]=[N:47]5)[O:42][C:41]4=[O:51])=[CH:36][C:35]=3[F:52])=[CH:32][N:33]=2)[CH2:24]1)=[O:12])[CH2:13][C:14]([O:16][C:17]([CH3:20])([CH3:19])[CH3:18])=[O:15])=[O:7])([CH3:2])([CH3:3])[CH3:4], predict the reactants needed to synthesize it. The reactants are: [C:1]([O:5][C:6]([N:8]([CH2:13][C:14]([O:16][C:17]([CH3:20])([CH3:19])[CH3:18])=[O:15])[CH2:9][C:10]([OH:12])=O)=[O:7])([CH3:4])([CH3:3])[CH3:2].[NH2:21][CH2:22][C@H:23]1[O:27][N:26]=[C:25]([C:28]2[N:33]=[CH:32][C:31]([C:34]3[CH:39]=[CH:38][C:37]([N:40]4[CH2:44][C@H:43]([CH2:45][N:46]5[CH:50]=[CH:49][N:48]=[N:47]5)[O:42][C:41]4=[O:51])=[CH:36][C:35]=3[F:52])=[CH:30][CH:29]=2)[CH2:24]1.Cl.CN(C)CCCN=C=NCC.CN(C=O)C. (2) Given the product [Cl:1][C:2]1[CH:3]=[C:4]([N:9]([CH2:10][C:11]2[CH:16]=[CH:15][C:14]([F:17])=[CH:13][CH:12]=2)[C:26](=[O:27])[CH:25]=[C:21]2[C:22](=[O:24])[O:23][C:19]([CH3:18])([CH3:29])[O:20]2)[CH:5]=[CH:6][C:7]=1[Cl:8], predict the reactants needed to synthesize it. The reactants are: [Cl:1][C:2]1[CH:3]=[C:4]([NH:9][CH2:10][C:11]2[CH:16]=[CH:15][C:14]([F:17])=[CH:13][CH:12]=2)[CH:5]=[CH:6][C:7]=1[Cl:8].[CH3:18][C:19]1([CH3:29])[O:23][C:22](=[O:24])/[C:21](=[CH:25]/[C:26](Cl)=[O:27])/[O:20]1. (3) Given the product [F:14][C:11]([F:12])([F:13])[C:10]1[N:5]2[N:4]=[CH:3][C:2]([C:26]#[C:25][C:27]3[CH:28]=[CH:29][C:30]([NH2:33])=[N:31][CH:32]=3)=[C:6]2[CH:7]=[C:8]([C:15]2[CH:16]=[CH:17][C:18]([C:21]([F:22])([F:23])[F:24])=[CH:19][CH:20]=2)[CH:9]=1, predict the reactants needed to synthesize it. The reactants are: I[C:2]1[CH:3]=[N:4][N:5]2[C:10]([C:11]([F:14])([F:13])[F:12])=[CH:9][C:8]([C:15]3[CH:20]=[CH:19][C:18]([C:21]([F:24])([F:23])[F:22])=[CH:17][CH:16]=3)=[CH:7][C:6]=12.[C:25]([C:27]1[CH:28]=[CH:29][C:30]([NH2:33])=[N:31][CH:32]=1)#[CH:26]. (4) Given the product [Cl:4][C:5]1[C:6]([C:1]#[N:2])=[N:7][CH:8]=[C:9]([C:11]([F:14])([F:13])[F:12])[CH:10]=1, predict the reactants needed to synthesize it. The reactants are: [C-:1]#[N:2].[K+].[Cl:4][C:5]1[C:6](F)=[N:7][CH:8]=[C:9]([C:11]([F:14])([F:13])[F:12])[CH:10]=1.[F-]. (5) Given the product [CH:42]1([N:22]2[C:21]3[CH:29]=[CH:30][C:31]([C:33]([OH:35])=[O:34])=[CH:32][C:20]=3[N:19]=[C:18]2[C:13]2[CH:14]=[C:15]3[C:10](=[CH:11][CH:12]=2)[N:9]=[C:8]([C:6]2[CH:5]=[CH:4][CH:3]=[CH:2][N:66]=2)[CH:17]=[CH:16]3)[CH2:65][CH2:64][CH2:45][CH2:44][CH2:43]1, predict the reactants needed to synthesize it. The reactants are: Br[C:2]1[CH:3]=[CH:4][C:5](O)=[C:6]([C:8]2[CH:17]=[CH:16][C:15]3[C:10](=[CH:11][CH:12]=[C:13]([C:18]4[N:22](C5CCCCC5)[C:21]5[CH:29]=[CH:30][C:31]([C:33]([OH:35])=[O:34])=[CH:32][C:20]=5[N:19]=4)[CH:14]=3)[N:9]=2)C=1.C(OC([C:42]1[CH:65]=[CH:64][C:45]2N(C3CCCCC3)C([C:42]3[CH:65]=[CH:64][C:45](N)=[C:44](C=O)[CH:43]=3)=N[C:44]=2[CH:43]=1)=O)C.[N:66]1C=CC=CC=1C(=O)C.[OH-].[K+].